From a dataset of Forward reaction prediction with 1.9M reactions from USPTO patents (1976-2016). Predict the product of the given reaction. (1) Given the reactants [OH:1][C:2]1[CH:7]=[CH:6][C:5]([CH2:8][CH2:9][C:10]([C:12]2[S:19][C:18]([CH3:20])=[C:17]3[C:13]=2[CH2:14][C@H:15]2[C:21]([CH3:23])([CH3:22])[C@H:16]23)=[O:11])=[CH:4][C:3]=1[CH3:24].[CH2:25]([CH:27]1[O:29][CH2:28]1)Cl, predict the reaction product. The product is: [CH3:24][C:3]1[CH:4]=[C:5]([CH2:8][CH2:9][C:10]([C:12]2[S:19][C:18]([CH3:20])=[C:17]3[C:13]=2[CH2:14][C@H:15]2[C:21]([CH3:22])([CH3:23])[C@H:16]23)=[O:11])[CH:6]=[CH:7][C:2]=1[O:1][CH2:25][CH:27]1[CH2:28][O:29]1. (2) Given the reactants [NH2:1][C:2]1[CH:3]=[C:4]([CH:29]=[C:30]([C:32]([F:35])([F:34])[F:33])[CH:31]=1)[C:5]([NH:7][C:8]1[CH:13]=[CH:12][CH:11]=[C:10]([C:14]2[N:19]3[N:20]=[C:21]([C:23]4[CH:28]=[CH:27][N:26]=[CH:25][CH:24]=4)[CH:22]=[C:18]3[N:17]=[CH:16][CH:15]=2)[CH:9]=1)=[O:6].[Cl:36][CH2:37][C:38](Cl)=[O:39].N1C=CC=CC=1, predict the reaction product. The product is: [Cl:36][CH2:37][C:38]([NH:1][C:2]1[CH:3]=[C:4]([CH:29]=[C:30]([C:32]([F:35])([F:34])[F:33])[CH:31]=1)[C:5]([NH:7][C:8]1[CH:13]=[CH:12][CH:11]=[C:10]([C:14]2[N:19]3[N:20]=[C:21]([C:23]4[CH:24]=[CH:25][N:26]=[CH:27][CH:28]=4)[CH:22]=[C:18]3[N:17]=[CH:16][CH:15]=2)[CH:9]=1)=[O:6])=[O:39]. (3) The product is: [OH:12][CH2:11][CH2:10][CH2:9][NH:8][C:2]1[CH2:6][S:5][C:4](=[O:7])[N:3]=1. Given the reactants S=[C:2]1[CH2:6][S:5][C:4](=[O:7])[NH:3]1.[NH2:8][CH2:9][CH2:10][CH2:11][OH:12], predict the reaction product. (4) Given the reactants [NH2:1][CH:2]([CH3:13])[C:3]([N:5]1[CH2:10][CH2:9][S:8](=[O:12])(=[O:11])[CH2:7][CH2:6]1)=O, predict the reaction product. The product is: [O:12]=[S:8]1(=[O:11])[CH2:9][CH2:10][N:5]([CH2:3][C@@H:2]([NH2:1])[CH3:13])[CH2:6][CH2:7]1. (5) The product is: [CH3:1][O:2][C:3]1[CH:8]=[C:7]([CH2:9][CH2:11][CH2:12][CH2:13][CH3:14])[CH:6]=[C:5]([O:17][CH3:18])[C:4]=1[B:19]1[O:20][C:21]([CH3:27])([CH3:26])[C:22]([CH3:24])([CH3:25])[O:23]1. Given the reactants [CH3:1][O:2][C:3]1[CH:8]=[C:7]([C:9](C)([CH2:11][CH2:12][CH2:13][CH2:14]C)C)[CH:6]=[C:5]([O:17][CH3:18])[C:4]=1[B:19]1[O:23][C:22]([CH3:25])([CH3:24])[C:21]([CH3:27])([CH3:26])[O:20]1.[Li]CCCC.B1(OC(C)C)OC(C)(C)C(C)(C)O1, predict the reaction product. (6) Given the reactants [Cl:1][C:2]1[N:7]=[C:6](Cl)[CH:5]=[CH:4][N:3]=1.[CH3:9][O:10][C:11]1[CH:27]=[CH:26][C:14]([CH2:15][N:16]2[C:24]3[CH:23]=[CH:22][CH:21]=[C:20]([NH2:25])[C:19]=3[CH:18]=[N:17]2)=[CH:13][CH:12]=1.C(N(CC)C(C)C)(C)C, predict the reaction product. The product is: [Cl:1][C:2]1[N:7]=[C:6]([NH:25][C:20]2[C:19]3[CH:18]=[N:17][N:16]([CH2:15][C:14]4[CH:26]=[CH:27][C:11]([O:10][CH3:9])=[CH:12][CH:13]=4)[C:24]=3[CH:23]=[CH:22][CH:21]=2)[CH:5]=[CH:4][N:3]=1.